From a dataset of NCI-60 drug combinations with 297,098 pairs across 59 cell lines. Regression. Given two drug SMILES strings and cell line genomic features, predict the synergy score measuring deviation from expected non-interaction effect. (1) Drug 1: CC12CCC3C(C1CCC2=O)CC(=C)C4=CC(=O)C=CC34C. Drug 2: CC1=C(C(=O)C2=C(C1=O)N3CC4C(C3(C2COC(=O)N)OC)N4)N. Cell line: LOX IMVI. Synergy scores: CSS=41.6, Synergy_ZIP=-3.53, Synergy_Bliss=-5.59, Synergy_Loewe=-7.06, Synergy_HSA=-2.72. (2) Drug 1: CC1=CC=C(C=C1)C2=CC(=NN2C3=CC=C(C=C3)S(=O)(=O)N)C(F)(F)F. Drug 2: C1=NC(=NC(=O)N1C2C(C(C(O2)CO)O)O)N. Cell line: HCT-15. Synergy scores: CSS=12.8, Synergy_ZIP=-4.52, Synergy_Bliss=5.07, Synergy_Loewe=-16.4, Synergy_HSA=0.331. (3) Drug 1: CC1=CC=C(C=C1)C2=CC(=NN2C3=CC=C(C=C3)S(=O)(=O)N)C(F)(F)F. Drug 2: C1CC(C1)(C(=O)O)C(=O)O.[NH2-].[NH2-].[Pt+2]. Cell line: SNB-75. Synergy scores: CSS=7.66, Synergy_ZIP=-2.95, Synergy_Bliss=-1.17, Synergy_Loewe=0.854, Synergy_HSA=0.960.